This data is from Full USPTO retrosynthesis dataset with 1.9M reactions from patents (1976-2016). The task is: Predict the reactants needed to synthesize the given product. (1) The reactants are: Cl[C:2]1[CH:7]=[C:6](F)[CH:5]=[CH:4][C:3]=1[CH2:9][C:10]([NH2:12])=[O:11].[C:13]1([CH2:19][C:20]([NH2:22])=O)[CH:18]=[CH:17][CH:16]=[CH:15][CH:14]=1. Given the product [C:19]1([C@H:9]2[C@H:9]([C:3]3[CH:4]=[CH:5][CH:6]=[CH:7][CH:2]=3)[C:10](=[O:11])[NH:12][C:10]2=[O:11])[C:13]2=[C:18]3[C:17](=[CH:16][CH:15]=[CH:14]2)[CH2:7][CH2:2][CH2:3][N:22]3[CH:20]=1, predict the reactants needed to synthesize it. (2) Given the product [NH2:18][C:13]1[CH:12]=[C:11]2[C:16]([CH:17]=[C:8]([C:7]3[C:2]([Cl:1])=[CH:3][C:4]([F:43])=[C:5]([NH:32][C:33]([NH:35][C:36]4[CH:41]=[CH:40][CH:39]=[C:38]([F:42])[CH:37]=4)=[O:34])[CH:6]=3)[C:9](=[O:31])[N:10]2[CH:28]([CH3:30])[CH3:29])=[CH:15][N:14]=1, predict the reactants needed to synthesize it. The reactants are: [Cl:1][C:2]1[C:7]([C:8]2[C:9](=[O:31])[N:10]([CH:28]([CH3:30])[CH3:29])[C:11]3[C:16]([CH:17]=2)=[CH:15][N:14]=[C:13]([NH:18]CC2C=CC(OC)=CC=2)[CH:12]=3)=[CH:6][C:5]([NH:32][C:33]([NH:35][C:36]2[CH:41]=[CH:40][CH:39]=[C:38]([F:42])[CH:37]=2)=[O:34])=[C:4]([F:43])[CH:3]=1.C1(OC)C=CC=CC=1. (3) Given the product [CH3:14][O:13][C:5]1[CH:4]=[C:3]([CH:8]=[CH:7][C:6]=1[S:9]([CH3:12])(=[O:11])=[O:10])[CH2:2][NH2:15], predict the reactants needed to synthesize it. The reactants are: Br[CH2:2][C:3]1[CH:8]=[CH:7][C:6]([S:9]([CH3:12])(=[O:11])=[O:10])=[C:5]([O:13][CH3:14])[CH:4]=1.[NH3:15]. (4) Given the product [CH3:10][C:11]1([CH3:20])[CH2:16][CH:15]([NH:17][C:3]2[N:8]=[C:7]([OH:9])[CH:6]=[CH:5][N:4]=2)[CH2:14][C:13]([CH3:19])([CH3:18])[NH:12]1, predict the reactants needed to synthesize it. The reactants are: CS[C:3]1[N:8]=[C:7]([OH:9])[CH:6]=[CH:5][N:4]=1.[CH3:10][C:11]1([CH3:20])[CH2:16][CH:15]([NH2:17])[CH2:14][C:13]([CH3:19])([CH3:18])[NH:12]1. (5) Given the product [F:11][C:6]1[CH:7]=[CH:8][CH:9]=[CH:10][C:5]=1[C:3]1[N:12]=[C:13]([CH:15]2[CH2:20][CH2:19][N:18]([C:21]([O:23][C:24]([CH3:27])([CH3:26])[CH3:25])=[O:22])[CH2:17][CH2:16]2)[S:14][CH:2]=1, predict the reactants needed to synthesize it. The reactants are: Br[CH2:2][C:3]([C:5]1[CH:10]=[CH:9][CH:8]=[CH:7][C:6]=1[F:11])=O.[NH2:12][C:13]([CH:15]1[CH2:20][CH2:19][N:18]([C:21]([O:23][C:24]([CH3:27])([CH3:26])[CH3:25])=[O:22])[CH2:17][CH2:16]1)=[S:14].C(=O)([O-])[O-].[K+].[K+].O. (6) Given the product [Cl:18][CH:7]([CH:1]1[CH2:6][CH2:5][CH2:4][CH2:3][CH2:2]1)[C:9]1[CH:13]=[C:12]([CH3:14])[S:11][C:10]=1[CH3:15], predict the reactants needed to synthesize it. The reactants are: [CH:1]1([CH:7]([C:9]2[CH:13]=[C:12]([CH3:14])[S:11][C:10]=2[CH3:15])O)[CH2:6][CH2:5][CH2:4][CH2:3][CH2:2]1.S(Cl)([Cl:18])=O.C(=O)([O-])O.[Na+]. (7) Given the product [Br-:1].[CH2:14]([O:13][C:11]([C:10]1[N:9]2[C:5]([S:6][CH:7]=[CH:8]2)=[N:4][C:3]=1[CH2:2][P+:22]([C:23]1[CH:24]=[CH:25][CH:26]=[CH:27][CH:28]=1)([C:29]1[CH:34]=[CH:33][CH:32]=[CH:31][CH:30]=1)[C:16]1[CH:17]=[CH:18][CH:19]=[CH:20][CH:21]=1)=[O:12])[CH3:15], predict the reactants needed to synthesize it. The reactants are: [Br:1][CH2:2][C:3]1[N:4]=[C:5]2[N:9]([C:10]=1[C:11]([O:13][CH2:14][CH3:15])=[O:12])[CH:8]=[CH:7][S:6]2.[C:16]1([P:22]([C:29]2[CH:34]=[CH:33][CH:32]=[CH:31][CH:30]=2)[C:23]2[CH:28]=[CH:27][CH:26]=[CH:25][CH:24]=2)[CH:21]=[CH:20][CH:19]=[CH:18][CH:17]=1. (8) Given the product [ClH:1].[Cl:1][C:2]1[CH:3]=[CH:4][C:5]([CH2:6][O:7][C:8]2[CH:13]=[CH:12][N:11]([C:14]3[CH:15]=[CH:16][C:17]4[C:18]5[CH2:28][NH:27][CH2:26][CH2:25][CH2:24][C:19]=5[N:20]([CH3:23])[C:21]=4[CH:22]=3)[C:10](=[O:36])[CH:9]=2)=[CH:37][CH:38]=1, predict the reactants needed to synthesize it. The reactants are: [Cl:1][C:2]1[CH:38]=[CH:37][C:5]([CH2:6][O:7][C:8]2[CH:13]=[CH:12][N:11]([C:14]3[CH:15]=[CH:16][C:17]4[C:18]5[CH2:28][N:27](C(OCCCC)=O)[CH2:26][CH2:25][CH2:24][C:19]=5[N:20]([CH3:23])[C:21]=4[CH:22]=3)[C:10](=[O:36])[CH:9]=2)=[CH:4][CH:3]=1.FC(F)(F)C(O)=O. (9) Given the product [Br:1][C:2]1[C:3]([N:22]([CH2:27][CH:28]([OH:29])[CH2:30][C:35]#[N:36])[S:23]([CH3:26])(=[O:25])=[O:24])=[CH:4][C:5]2[O:9][C:8]([C:10]3[CH:15]=[CH:14][C:13]([F:16])=[CH:12][CH:11]=3)=[C:7]([C:17]([NH:19][CH3:20])=[O:18])[C:6]=2[CH:21]=1, predict the reactants needed to synthesize it. The reactants are: [Br:1][C:2]1[C:3]([N:22]([CH2:27][CH:28]2[CH2:30][O:29]2)[S:23]([CH3:26])(=[O:25])=[O:24])=[CH:4][C:5]2[O:9][C:8]([C:10]3[CH:15]=[CH:14][C:13]([F:16])=[CH:12][CH:11]=3)=[C:7]([C:17]([NH:19][CH3:20])=[O:18])[C:6]=2[CH:21]=1.[Si]([C:35]#[N:36])(C)(C)C.CCCC[N+](CCCC)(CCCC)CCCC.[F-].